Dataset: Catalyst prediction with 721,799 reactions and 888 catalyst types from USPTO. Task: Predict which catalyst facilitates the given reaction. (1) Reactant: Cl[CH2:2][CH2:3][CH2:4][O:5][C:6]1[CH:15]=[C:14]2[C:9]([C:10]([NH:16][CH2:17][CH2:18][C:19]3[CH:24]=[CH:23][C:22]([NH:25][C:26]([NH:28][C:29]4[CH:34]=[CH:33][CH:32]=[CH:31][CH:30]=4)=[O:27])=[CH:21][CH:20]=3)=[N:11][CH:12]=[N:13]2)=[CH:8][CH:7]=1.[CH3:35][NH:36][CH3:37]. Product: [CH3:35][N:36]([CH3:37])[CH2:2][CH2:3][CH2:4][O:5][C:6]1[CH:15]=[C:14]2[C:9]([C:10]([NH:16][CH2:17][CH2:18][C:19]3[CH:24]=[CH:23][C:22]([NH:25][C:26]([NH:28][C:29]4[CH:34]=[CH:33][CH:32]=[CH:31][CH:30]=4)=[O:27])=[CH:21][CH:20]=3)=[N:11][CH:12]=[N:13]2)=[CH:8][CH:7]=1. The catalyst class is: 3. (2) Reactant: Cl[CH2:2][C:3]1[N:4]=[C:5]([C:8]2[CH:13]=[CH:12][CH:11]=[CH:10][CH:9]=2)[S:6][CH:7]=1.Cl.[CH3:15][O:16][C:17]1[CH:22]=[C:21]([O:23][CH3:24])[CH:20]=[CH:19][C:18]=1[N:25]1[CH2:31][CH2:30][CH2:29][NH:28][CH2:27][CH2:26]1.C([O-])([O-])=O.[Cs+].[Cs+]. Product: [CH3:15][O:16][C:17]1[CH:22]=[C:21]([O:23][CH3:24])[CH:20]=[CH:19][C:18]=1[N:25]1[CH2:31][CH2:30][CH2:29][N:28]([CH2:2][C:3]2[N:4]=[C:5]([C:8]3[CH:13]=[CH:12][CH:11]=[CH:10][CH:9]=3)[S:6][CH:7]=2)[CH2:27][CH2:26]1. The catalyst class is: 31. (3) Reactant: [F:1][C:2]1[CH:3]=[C:4](B(O)O)[CH:5]=[CH:6][CH:7]=1.Br[C:12]1[CH:17]=[CH:16][C:15]([OH:18])=[CH:14][C:13]=1[Cl:19].C(=O)([O-])[O-].[Cs+].[Cs+]. Product: [Cl:19][C:13]1[CH:14]=[C:15]([OH:18])[CH:16]=[CH:17][C:12]=1[C:4]1[CH:5]=[CH:6][CH:7]=[C:2]([F:1])[CH:3]=1. The catalyst class is: 755. (4) Product: [O:12]1[CH:8]([CH2:7][OH:6])[CH2:9][C:10]2[CH:19]=[CH:18][C:17]3[CH2:16][CH2:15][CH2:14][C:13]=3[C:11]1=2. Reactant: C([Si](C)(C)[O:6][CH2:7][CH:8]1[O:12][C:11]2[C:13]3[CH2:14][CH2:15][CH2:16][C:17]=3[CH:18]=[CH:19][C:10]=2[CH2:9]1)(C)(C)C.[F-].C([N+](CCCC)(CCCC)CCCC)CCC. The catalyst class is: 30. (5) Reactant: [CH3:1][OH:2].N1C=CC=CC=1.[Cl:9][C:10]1[N:18]=[C:17]([Cl:19])[CH:16]=[C:15]([C:20]([F:23])([F:22])[F:21])[C:11]=1[C:12](Cl)=[O:13]. Product: [Cl:9][C:10]1[N:18]=[C:17]([Cl:19])[CH:16]=[C:15]([C:20]([F:23])([F:22])[F:21])[C:11]=1[C:12]([O:2][CH3:1])=[O:13]. The catalyst class is: 4.